From a dataset of Reaction yield outcomes from USPTO patents with 853,638 reactions. Predict the reaction yield, written as a fraction of the theoretical maximum amount of product (1.0 means a 100% yield; for example, 0.34 means a 34% yield). (1) The reactants are Cl[C:2]1[N:3]=[C:4]([N:17]2[CH2:22][CH2:21][O:20][CH2:19][CH2:18]2)[C:5]2[N:10]=[N:9][N:8]([CH2:11][CH2:12][NH:13][C:14](=[O:16])[CH3:15])[C:6]=2[N:7]=1.[OH:23][CH2:24][C:25]1[CH:26]=[C:27](B(O)O)[CH:28]=[CH:29][CH:30]=1. No catalyst specified. The product is [OH:23][CH2:24][C:25]1[CH:30]=[C:29]([C:2]2[N:3]=[C:4]([N:17]3[CH2:22][CH2:21][O:20][CH2:19][CH2:18]3)[C:5]3[N:10]=[N:9][N:8]([CH2:11][CH2:12][NH:13][C:14](=[O:16])[CH3:15])[C:6]=3[N:7]=2)[CH:28]=[CH:27][CH:26]=1. The yield is 0.260. (2) The reactants are [CH2:1]([N:8]1[N:17]=[C:16](Cl)[C:15]2[C:10](=[CH:11][CH:12]=[CH:13][CH:14]=2)[C:9]1=[O:19])[C:2]1[CH:7]=[CH:6][CH:5]=[CH:4][CH:3]=1.[CH3:20][O:21][C:22]1[CH:27]=[C:26](B2OC(C)(C)C(C)(C)O2)[CH:25]=[CH:24][C:23]=1[OH:37].C([O-])([O-])=O.[Na+].[Na+]. The catalyst is C1(C)C=CC=CC=1.C(O)C.O.C1C=CC([P]([Pd]([P](C2C=CC=CC=2)(C2C=CC=CC=2)C2C=CC=CC=2)([P](C2C=CC=CC=2)(C2C=CC=CC=2)C2C=CC=CC=2)[P](C2C=CC=CC=2)(C2C=CC=CC=2)C2C=CC=CC=2)(C2C=CC=CC=2)C2C=CC=CC=2)=CC=1. The product is [CH2:1]([N:8]1[N:17]=[C:16]([C:26]2[CH:25]=[CH:24][C:23]([OH:37])=[C:22]([O:21][CH3:20])[CH:27]=2)[C:15]2[C:10](=[CH:11][CH:12]=[CH:13][CH:14]=2)[C:9]1=[O:19])[C:2]1[CH:7]=[CH:6][CH:5]=[CH:4][CH:3]=1. The yield is 0.0750. (3) The reactants are I[CH2:2][C:3]1[N:4]([CH3:16])[C:5](=[O:15])[CH:6]=[C:7]([C:9]2[CH:14]=[CH:13][N:12]=[CH:11][N:10]=2)[N:8]=1.[C:17]1(=[O:27])[NH:21][C:20](=[O:22])[C:19]2=[CH:23][CH:24]=[CH:25][CH:26]=[C:18]12.[K].O. The catalyst is CN(C)C=O. The product is [CH3:16][N:4]1[C:5](=[O:15])[CH:6]=[C:7]([C:9]2[CH:14]=[CH:13][N:12]=[CH:11][N:10]=2)[N:8]=[C:3]1[CH2:2][N:21]1[C:17](=[O:27])[C:18]2[C:19](=[CH:23][CH:24]=[CH:25][CH:26]=2)[C:20]1=[O:22]. The yield is 0.300. (4) The yield is 0.760. The product is [F:13][C:4]1[CH:3]=[C:2]([NH:1][C:21](=[O:22])[O:23][C:24]2[CH:29]=[CH:28][CH:27]=[CH:26][CH:25]=2)[CH:7]=[CH:6][C:5]=1[N:8]1[CH2:9][CH:10]([OH:12])[CH2:11]1. The reactants are [NH2:1][C:2]1[CH:7]=[CH:6][C:5]([N:8]2[CH2:11][CH:10]([OH:12])[CH2:9]2)=[C:4]([F:13])[CH:3]=1.N1C=CC=CC=1.Cl[C:21]([O:23][C:24]1[CH:29]=[CH:28][CH:27]=[CH:26][CH:25]=1)=[O:22]. The catalyst is CC(C)=O. (5) The catalyst is C1COCC1. The product is [Br:4][C:5]1[C:14]2[C:9](=[CH:10][C:11]([CH2:15][S:2][CH3:1])=[CH:12][CH:13]=2)[C:8](=[O:17])[N:7]([CH:18]([CH3:20])[CH3:19])[N:6]=1. The reactants are [CH3:1][S-:2].[Na+].[Br:4][C:5]1[C:14]2[C:9](=[CH:10][C:11]([CH2:15]Br)=[CH:12][CH:13]=2)[C:8](=[O:17])[N:7]([CH:18]([CH3:20])[CH3:19])[N:6]=1. The yield is 0.790. (6) The reactants are Br[C:2]1[N:7]=[N:6][C:5]([NH2:8])=[N:4][C:3]=1[C:9]1[CH:14]=[CH:13][CH:12]=[CH:11][CH:10]=1.[NH:15]1[CH2:20][CH2:19][CH2:18][CH2:17][CH2:16]1. No catalyst specified. The product is [C:9]1([C:3]2[N:4]=[C:5]([NH2:8])[N:6]=[N:7][C:2]=2[N:15]2[CH2:20][CH2:19][CH2:18][CH2:17][CH2:16]2)[CH:14]=[CH:13][CH:12]=[CH:11][CH:10]=1. The yield is 0.180. (7) The reactants are [CH2:1]([O:8][C:9]([C@H:11]1[CH2:16][CH2:15][N:14](C(OC(C)(C)C)=O)[CH2:13][C@H:12]1[C:24]([O:26][CH3:27])=[O:25])=[O:10])[C:2]1[CH:7]=[CH:6][CH:5]=[CH:4][CH:3]=1.C(O)(C(F)(F)F)=O. The yield is 0.810. The product is [CH2:1]([O:8][C:9]([C@H:11]1[CH2:16][CH2:15][NH:14][CH2:13][C@H:12]1[C:24]([O:26][CH3:27])=[O:25])=[O:10])[C:2]1[CH:7]=[CH:6][CH:5]=[CH:4][CH:3]=1. The catalyst is ClCCl.